Dataset: Forward reaction prediction with 1.9M reactions from USPTO patents (1976-2016). Task: Predict the product of the given reaction. Given the reactants [CH3:1][C:2]1[N:7]=[C:6]2[NH:8][N:9]=[CH:10][C:5]2=[C:4]([NH2:11])[N:3]=1.I[C:13]1[CH:18]=[CH:17][N:16]=[CH:15][CH:14]=1, predict the reaction product. The product is: [CH3:1][C:2]1[N:7]=[C:6]2[N:8]([C:13]3[CH:18]=[CH:17][N:16]=[CH:15][CH:14]=3)[N:9]=[CH:10][C:5]2=[C:4]([NH2:11])[N:3]=1.